Dataset: Peptide-MHC class I binding affinity with 185,985 pairs from IEDB/IMGT. Task: Regression. Given a peptide amino acid sequence and an MHC pseudo amino acid sequence, predict their binding affinity value. This is MHC class I binding data. (1) The peptide sequence is KLQDCTMLV. The MHC is HLA-A68:02 with pseudo-sequence HLA-A68:02. The binding affinity (normalized) is 0. (2) The peptide sequence is KFRQLLWFHI. The MHC is Patr-A0901 with pseudo-sequence Patr-A0901. The binding affinity (normalized) is 0.776. (3) The MHC is HLA-A68:02 with pseudo-sequence HLA-A68:02. The binding affinity (normalized) is 0.0951. The peptide sequence is LISSDGARVI.